Task: Regression. Given a peptide amino acid sequence and an MHC pseudo amino acid sequence, predict their binding affinity value. This is MHC class I binding data.. Dataset: Peptide-MHC class I binding affinity with 185,985 pairs from IEDB/IMGT The peptide sequence is TSAICSVVR. The MHC is HLA-A02:06 with pseudo-sequence HLA-A02:06. The binding affinity (normalized) is 0.